Dataset: Full USPTO retrosynthesis dataset with 1.9M reactions from patents (1976-2016). Task: Predict the reactants needed to synthesize the given product. Given the product [C:13]1([CH3:22])[CH:18]=[CH:17][CH:16]=[CH:15][C:14]=1[C:2]1[CH:3]=[C:4]2[C:9](=[CH:10][CH:11]=1)[N:8]=[C:7]([NH2:12])[N:6]=[CH:5]2, predict the reactants needed to synthesize it. The reactants are: Br[C:2]1[CH:3]=[C:4]2[C:9](=[CH:10][CH:11]=1)[N:8]=[C:7]([NH2:12])[N:6]=[CH:5]2.[C:13]1([CH3:22])[CH:18]=[CH:17][CH:16]=[CH:15][C:14]=1B(O)O.C([O-])([O-])=O.[Na+].[Na+].